From a dataset of Full USPTO retrosynthesis dataset with 1.9M reactions from patents (1976-2016). Predict the reactants needed to synthesize the given product. Given the product [NH2:30][C:26]1[CH:25]=[C:24]([CH:29]=[CH:28][CH:27]=1)[CH2:23][N:17]1[CH2:16][C:15]2[C:19](=[CH:20][CH:21]=[C:13]([C:8]3[CH:7]=[C:6]([CH:11]=[CH:10][C:9]=3[CH3:12])[C:5]([NH:4][CH:1]3[CH2:2][CH2:3]3)=[O:33])[CH:14]=2)[C:18]1=[O:22], predict the reactants needed to synthesize it. The reactants are: [CH:1]1([NH:4][C:5](=[O:33])[C:6]2[CH:11]=[CH:10][C:9]([CH3:12])=[C:8]([C:13]3[CH:14]=[C:15]4[C:19](=[CH:20][CH:21]=3)[C:18](=[O:22])[N:17]([CH2:23][C:24]3[CH:29]=[CH:28][CH:27]=[C:26]([N+:30]([O-])=O)[CH:25]=3)[CH2:16]4)[CH:7]=2)[CH2:3][CH2:2]1.O.[Sn](Cl)Cl.